The task is: Predict the reaction yield, written as a fraction of the theoretical maximum amount of product (1.0 means a 100% yield; for example, 0.34 means a 34% yield).. This data is from Reaction yield outcomes from USPTO patents with 853,638 reactions. The reactants are Br[C:2]1[CH:10]=[C:9]2[C:5]([CH2:6][CH2:7][C@H:8]2[NH:11][C:12](=[O:18])[O:13][C:14]([CH3:17])([CH3:16])[CH3:15])=[C:4]([F:19])[CH:3]=1.C1(P(C2C=CC=CC=2)CCCP(C2C=CC=CC=2)C2C=CC=CC=2)C=CC=CC=1. The catalyst is CO.CC([O-])=O.CC([O-])=O.[Pd+2]. The product is [C:14]([O:13][C:12]([NH:11][C@H:8]1[C:9]2[C:5](=[C:4]([F:19])[CH:3]=[C:2]([C:12]([O:13][CH3:14])=[O:18])[CH:10]=2)[CH2:6][CH2:7]1)=[O:18])([CH3:17])([CH3:16])[CH3:15]. The yield is 0.830.